Task: Binary Classification. Given a miRNA mature sequence and a target amino acid sequence, predict their likelihood of interaction.. Dataset: Experimentally validated miRNA-target interactions with 360,000+ pairs, plus equal number of negative samples The miRNA is hsa-miR-4665-5p with sequence CUGGGGGACGCGUGAGCGCGAGC. The protein sequence of the target gene is MAGNSLVLPIVLWGRKAPTHCISSILLTDDGGTIVTGCHDGQICLWDVSVELEVNPRALLFGHTASITCLSKACASGDKRYTVSASANGEMCLWDVNDGRCIEFTKLACTHTGIQFYQFSVGNQQEGRLLCHGHYPEILVVDATSLEVLYSLVSKISPDWISSMSIIRSQRTQEDTVVALSVTGILKVWIVTSEMSGMQDTEPIFEEESKPIYCQNCQSISFCAFTQRSLLVVCSKYWRVFDAGDYSLLCSGPSENGQTWTGGDFVSADKVIIWTENGQSYIYKLPASCLPASDSFRSDV.... Result: 0 (no interaction).